Dataset: Forward reaction prediction with 1.9M reactions from USPTO patents (1976-2016). Task: Predict the product of the given reaction. (1) Given the reactants [CH3:1][N:2]([CH3:14])[C:3]([N:5]1[CH2:9][CH:8]2[CH2:10][C:11](=O)[CH2:12][CH:7]2[CH2:6]1)=[O:4].C1(C)C=CC(S([CH2:24][N+:25]#[C-])(=O)=O)=CC=1.CC(C)([O-])C.[K+], predict the reaction product. The product is: [CH3:1][N:2]([CH3:14])[C:3]([N:5]1[CH2:9][CH:8]2[CH2:10][CH:11]([C:24]#[N:25])[CH2:12][CH:7]2[CH2:6]1)=[O:4]. (2) Given the reactants [F:1][C:2]1[CH:11]=[C:10]([C:12]2[N:17]=[C:16]3[N:18]([CH2:21][C:22]4[CH:23]=[C:24]5[C:29](=[CH:30][C:31]=4[F:32])[N:28]=[CH:27][CH:26]=[CH:25]5)[N:19]=[N:20][C:15]3=[CH:14][CH:13]=2)[CH:9]=[CH:8][C:3]=1[C:4]([O:6]C)=[O:5].[OH-].[Li+].C1COCC1.Cl, predict the reaction product. The product is: [F:1][C:2]1[CH:11]=[C:10]([C:12]2[N:17]=[C:16]3[N:18]([CH2:21][C:22]4[CH:23]=[C:24]5[C:29](=[CH:30][C:31]=4[F:32])[N:28]=[CH:27][CH:26]=[CH:25]5)[N:19]=[N:20][C:15]3=[CH:14][CH:13]=2)[CH:9]=[CH:8][C:3]=1[C:4]([OH:6])=[O:5]. (3) Given the reactants [O:1]1[CH:5]=[CH:4][CH:3]=[C:2]1[C:6]1[CH:25]=[CH:24][C:9]([C:10]([N:12]([CH2:16][C:17]2[CH:22]=[CH:21][CH:20]=[CH:19][C:18]=2[OH:23])[CH:13]([CH3:15])[CH3:14])=[O:11])=[CH:8][CH:7]=1.C(=O)([O-])[O-].[K+].[K+].Br[CH2:33][CH2:34][O:35][CH2:36][CH2:37][C:38]([O:40][CH2:41][CH3:42])=[O:39], predict the reaction product. The product is: [O:1]1[CH:5]=[CH:4][CH:3]=[C:2]1[C:6]1[CH:7]=[CH:8][C:9]([C:10]([N:12]([CH2:16][C:17]2[CH:22]=[CH:21][CH:20]=[CH:19][C:18]=2[O:23][CH2:33][CH2:34][O:35][CH2:36][CH2:37][C:38]([O:40][CH2:41][CH3:42])=[O:39])[CH:13]([CH3:15])[CH3:14])=[O:11])=[CH:24][CH:25]=1. (4) Given the reactants [NH2:1][C:2]1[C:7]([C:8]([F:11])([F:10])[F:9])=[CH:6][C:5]([CH2:12][C@@H:13]([O:34][C:35]([N:37]2[CH2:42][CH2:41][CH:40]([N:43]3[CH2:49][CH2:48][C:47]4[CH:50]=[CH:51][CH:52]=[CH:53][C:46]=4[NH:45][C:44]3=[O:54])[CH2:39][CH2:38]2)=[O:36])[C:14]([N:16]2[CH2:21][CH2:20][N:19]([CH:22]3[CH2:27][CH2:26][N:25]([CH2:28][C:29]([O:31][CH2:32][CH3:33])=[O:30])[CH2:24][CH2:23]3)[CH2:18][CH2:17]2)=[O:15])=[CH:4][C:3]=1[Cl:55].[C:56]([OH:63])(=[O:62])/[CH:57]=[CH:58]/[C:59]([OH:61])=[O:60], predict the reaction product. The product is: [C:56]([OH:63])(=[O:62])/[CH:57]=[CH:58]/[C:59]([OH:61])=[O:60].[C:56]([OH:63])(=[O:62])/[CH:57]=[CH:58]/[C:59]([OH:61])=[O:60].[NH2:1][C:2]1[C:7]([C:8]([F:9])([F:11])[F:10])=[CH:6][C:5]([CH2:12][C@@H:13]([O:34][C:35]([N:37]2[CH2:38][CH2:39][CH:40]([N:43]3[CH2:49][CH2:48][C:47]4[CH:50]=[CH:51][CH:52]=[CH:53][C:46]=4[NH:45][C:44]3=[O:54])[CH2:41][CH2:42]2)=[O:36])[C:14]([N:16]2[CH2:17][CH2:18][N:19]([CH:22]3[CH2:23][CH2:24][N:25]([CH2:28][C:29]([O:31][CH2:32][CH3:33])=[O:30])[CH2:26][CH2:27]3)[CH2:20][CH2:21]2)=[O:15])=[CH:4][C:3]=1[Cl:55]. (5) Given the reactants C[Si]([N-][Si](C)(C)C)(C)C.[Li+].[CH3:11][O:12][C:13]1[CH:18]=[CH:17][C:16]([C:19](=[O:24])[CH2:20][CH:21]([CH3:23])[CH3:22])=[CH:15][C:14]=1[O:25][CH2:26][CH2:27][CH2:28][O:29][CH3:30].[CH2:31]([C@H:38]1[CH2:42][O:41][C:40](=[O:43])[N:39]1[C:44](=[O:54])[C@H:45]([CH:51]([CH3:53])[CH3:52])[CH2:46]/[CH:47]=[CH:48]/[CH2:49]Br)[C:32]1[CH:37]=[CH:36][CH:35]=[CH:34][CH:33]=1.[Cl-].[NH4+], predict the reaction product. The product is: [CH2:31]([C@H:38]1[CH2:42][O:41][C:40](=[O:43])[N:39]1[C:44](=[O:54])[C@H:45]([CH:51]([CH3:53])[CH3:52])[CH2:46]/[CH:47]=[CH:48]/[CH2:49][CH:20]([C:19](=[O:24])[C:16]1[CH:17]=[CH:18][C:13]([O:12][CH3:11])=[C:14]([O:25][CH2:26][CH2:27][CH2:28][O:29][CH3:30])[CH:15]=1)[CH:21]([CH3:23])[CH3:22])[C:32]1[CH:33]=[CH:34][CH:35]=[CH:36][CH:37]=1. (6) Given the reactants [OH-].[K+].[C:3]([O:7][C:8](=[O:49])[CH:9]([CH2:34][C:35]1[CH:36]=[N:37][C:38]([NH:41][C:42]([O:44][C:45]([CH3:48])([CH3:47])[CH3:46])=[O:43])=[CH:39][CH:40]=1)[CH:10]([S:24][CH2:25][C:26]1[CH:31]=[CH:30][C:29]([O:32][CH3:33])=[CH:28][CH:27]=1)[CH2:11][CH2:12][C:13]1[CH:14]=[C:15]([CH:21]=[CH:22][CH:23]=1)[C:16]([O:18]CC)=[O:17])([CH3:6])([CH3:5])[CH3:4], predict the reaction product. The product is: [C:3]([O:7][C:8](=[O:49])[CH:9]([CH2:34][C:35]1[CH:36]=[N:37][C:38]([NH:41][C:42]([O:44][C:45]([CH3:48])([CH3:47])[CH3:46])=[O:43])=[CH:39][CH:40]=1)[CH:10]([S:24][CH2:25][C:26]1[CH:27]=[CH:28][C:29]([O:32][CH3:33])=[CH:30][CH:31]=1)[CH2:11][CH2:12][C:13]1[CH:14]=[C:15]([CH:21]=[CH:22][CH:23]=1)[C:16]([OH:18])=[O:17])([CH3:5])([CH3:6])[CH3:4].